This data is from Full USPTO retrosynthesis dataset with 1.9M reactions from patents (1976-2016). The task is: Predict the reactants needed to synthesize the given product. (1) The reactants are: Br[CH2:2][CH2:3][N:4]1[C:28](=[O:29])[N:7]2[CH:8]([C:21]3[CH:26]=[CH:25][CH:24]=[C:23]([OH:27])[CH:22]=3)[C:9]3[NH:10][C:11]4[C:16]([C:17]=3[CH2:18][C:6]2([CH3:30])[C:5]1=[O:31])=[CH:15][C:14]([O:19][CH3:20])=[CH:13][CH:12]=4.[CH:32]([NH2:35])([CH3:34])[CH3:33]. Given the product [OH:27][C:23]1[CH:22]=[C:21]([CH:8]2[C:9]3[NH:10][C:11]4[C:16](=[CH:15][C:14]([O:19][CH3:20])=[CH:13][CH:12]=4)[C:17]=3[CH2:18][C:6]3([CH3:30])[C:5](=[O:31])[N:4]([CH2:3][CH2:2][NH:35][CH:32]([CH3:34])[CH3:33])[C:28](=[O:29])[N:7]23)[CH:26]=[CH:25][CH:24]=1, predict the reactants needed to synthesize it. (2) Given the product [CH3:13][C:12]1[CH:11]=[CH:10][C:6]([C:7]([OH:9])=[O:8])=[CH:5][C:4]=1[N:1]1[CH:22]=[C:21]([C:18]2[CH:17]=[N:16][C:15]([CH3:14])=[CH:20][CH:19]=2)[N:3]=[N:2]1, predict the reactants needed to synthesize it. The reactants are: [N:1]([C:4]1[CH:5]=[C:6]([CH:10]=[CH:11][C:12]=1[CH3:13])[C:7]([OH:9])=[O:8])=[N+:2]=[N-:3].[CH3:14][C:15]1[CH:20]=[CH:19][C:18]([C:21]#[CH:22])=[CH:17][N:16]=1.ClC1N=CC(C2N=NN(C3C=C(C=CC=3C)C(O)=O)C=2)=CC=1. (3) Given the product [Cl:17][C:15]1[CH:14]=[CH:13][C:12]([OH:18])=[C:11]([CH:16]=1)[C:10]([NH:9][C:3]1[CH:4]=[CH:5][C:6]([Cl:8])=[CH:7][C:2]=1[F:31])=[O:19], predict the reactants needed to synthesize it. The reactants are: Cl[C:2]1[CH:7]=[C:6]([Cl:8])[CH:5]=[CH:4][C:3]=1[NH:9][C:10](=[O:19])[C:11]1[CH:16]=[C:15]([Cl:17])[CH:14]=[CH:13][C:12]=1[OH:18].ClC1C=C(C(O)=O)C(O)=CC=1.[F:31]C1C=C(F)C=CC=1N.P(Cl)(Cl)Cl. (4) Given the product [C:17]([O:16][C:15](=[O:21])[N:14]([CH:11]1[CH2:10][CH2:9][N:8]([CH2:1][C:2]2[CH:7]=[CH:6][CH:5]=[CH:4][CH:3]=2)[CH2:13][CH2:12]1)[CH2:22][C:23]1[N:24]=[C:25]([CH2:36][OH:37])[N:26]([CH2:28][O:29][CH2:30][CH2:31][Si:32]([CH3:35])([CH3:34])[CH3:33])[CH:27]=1)([CH3:20])([CH3:18])[CH3:19], predict the reactants needed to synthesize it. The reactants are: [CH2:1]([N:8]1[CH2:13][CH2:12][CH:11]([N:14]([CH2:22][C:23]2[N:24]=[C:25]([CH:36]=[O:37])[N:26]([CH2:28][O:29][CH2:30][CH2:31][Si:32]([CH3:35])([CH3:34])[CH3:33])[CH:27]=2)[C:15](=[O:21])[O:16][C:17]([CH3:20])([CH3:19])[CH3:18])[CH2:10][CH2:9]1)[C:2]1[CH:7]=[CH:6][CH:5]=[CH:4][CH:3]=1.[BH4-].[Na+].O. (5) The reactants are: [O:1]1[C:5]2[CH:6]=[CH:7][CH:8]=[CH:9][C:4]=2[CH:3]=[C:2]1[CH:10]=[N:11][S:12]([C:15]1[CH:25]=[CH:24][C:18]2[O:19][CH2:20][CH2:21][CH2:22][O:23][C:17]=2[CH:16]=1)(=[O:14])=[O:13].[S:26]1[CH:30]=[CH:29][C:28](B(O)O)=[CH:27]1. Given the product [O:1]1[C:5]2[CH:6]=[CH:7][CH:8]=[CH:9][C:4]=2[CH:3]=[C:2]1[CH:10]([C:28]1[CH:29]=[CH:30][S:26][CH:27]=1)[NH:11][S:12]([C:15]1[CH:25]=[CH:24][C:18]2[O:19][CH2:20][CH2:21][CH2:22][O:23][C:17]=2[CH:16]=1)(=[O:13])=[O:14], predict the reactants needed to synthesize it. (6) The reactants are: C([N:8]1[CH2:13][CH2:12][O:11][CH:10]([C:14]2[CH:19]=[CH:18][CH:17]=[C:16]([O:20][CH3:21])[CH:15]=2)[CH2:9]1)C1C=CC=CC=1.[H][H]. Given the product [CH3:21][O:20][C:16]1[CH:15]=[C:14]([CH:10]2[O:11][CH2:12][CH2:13][NH:8][CH2:9]2)[CH:19]=[CH:18][CH:17]=1, predict the reactants needed to synthesize it. (7) Given the product [C:1]([O:5][C:6](=[O:19])[NH:7][CH2:8][CH2:9][CH:10]([N:12]1[CH2:17][CH2:16][CH:15]([NH:20][CH2:21][C:22]2[CH:23]=[CH:24][CH:25]=[C:26]([C:28]#[N:29])[N:27]=2)[CH2:14][CH2:13]1)[CH3:11])([CH3:4])([CH3:3])[CH3:2], predict the reactants needed to synthesize it. The reactants are: [C:1]([O:5][C:6](=[O:19])[NH:7][CH2:8][CH2:9][CH:10]([N:12]1[CH2:17][CH2:16][C:15](=O)[CH2:14][CH2:13]1)[CH3:11])([CH3:4])([CH3:3])[CH3:2].[NH2:20][CH2:21][C:22]1[N:27]=[C:26]([C:28]#[N:29])[CH:25]=[CH:24][CH:23]=1.C(O[BH-](OC(=O)C)OC(=O)C)(=O)C.[Na+].C(O)(=O)C.